The task is: Predict the product of the given reaction.. This data is from Forward reaction prediction with 1.9M reactions from USPTO patents (1976-2016). (1) Given the reactants [Cl:1][C:2]1[C:3]([C:33](=[O:43])[N:34]([CH2:39][CH2:40][CH2:41][CH3:42])[CH2:35][CH2:36][CH2:37][CH3:38])=[N:4][N:5]([C:8]2[CH:16]=[CH:15][C:14]([C:17](=[O:32])[NH:18][S:19]([C:22]3[CH:31]=[CH:30][C:29]4[C:24](=[CH:25][CH:26]=[CH:27][CH:28]=4)[CH:23]=3)(=[O:21])=[O:20])=[CH:13][C:9]=2[C:10](O)=[O:11])[C:6]=1[CH3:7].Cl.[CH2:45]1[C:54]2[C:49](=[CH:50][CH:51]=[CH:52][CH:53]=2)[CH2:48][C@H:47]([C:55]([O:57][CH3:58])=[O:56])[NH:46]1.C(N(C(C)C)C(C)C)C, predict the reaction product. The product is: [Cl:1][C:2]1[C:3]([C:33](=[O:43])[N:34]([CH2:39][CH2:40][CH2:41][CH3:42])[CH2:35][CH2:36][CH2:37][CH3:38])=[N:4][N:5]([C:8]2[CH:16]=[CH:15][C:14]([C:17](=[O:32])[NH:18][S:19]([C:22]3[CH:31]=[CH:30][C:29]4[C:24](=[CH:25][CH:26]=[CH:27][CH:28]=4)[CH:23]=3)(=[O:20])=[O:21])=[CH:13][C:9]=2[C:10]([N:46]2[C@@H:47]([C:55]([O:57][CH3:58])=[O:56])[CH2:48][C:49]3[C:54](=[CH:53][CH:52]=[CH:51][CH:50]=3)[CH2:45]2)=[O:11])[C:6]=1[CH3:7]. (2) Given the reactants [N:1]1([C:7]2[N:12]=[C:11]([C:13]([N:15]3[CH2:20][CH2:19][CH2:18][CH2:17][CH:16]3[C:21]3[CH:26]=[CH:25][CH:24]=[CH:23][C:22]=3[CH3:27])=[O:14])[CH:10]=[CH:9][CH:8]=2)[CH2:6][CH2:5][NH:4][CH2:3][CH2:2]1.[ClH:28], predict the reaction product. The product is: [ClH:28].[N:1]1([C:7]2[N:12]=[C:11]([C:13]([N:15]3[CH2:20][CH2:19][CH2:18][CH2:17][CH:16]3[C:21]3[CH:26]=[CH:25][CH:24]=[CH:23][C:22]=3[CH3:27])=[O:14])[CH:10]=[CH:9][CH:8]=2)[CH2:6][CH2:5][NH:4][CH2:3][CH2:2]1. (3) Given the reactants [NH2:1][C:2]1[N:7]=[C:6]([C:8]2[CH:15]=[CH:14][C:11]([C:12]#[N:13])=[C:10](F)[CH:9]=2)[CH:5]=[C:4]([N:17]2[CH2:21][CH2:20][CH2:19][C@H:18]2[CH2:22][CH3:23])[N:3]=1.O.[NH2:25][NH2:26].CCOC(C)=O, predict the reaction product. The product is: [NH2:1][C:2]1[N:7]=[C:6]([C:8]2[CH:9]=[C:10]3[C:11]([C:12]([NH2:13])=[N:25][NH:26]3)=[CH:14][CH:15]=2)[CH:5]=[C:4]([N:17]2[CH2:21][CH2:20][CH2:19][C@H:18]2[CH2:22][CH3:23])[N:3]=1. (4) Given the reactants [Cl-].C([Al+]CC)C.[Br:7][C:8]1[N:9]=[C:10]2[CH:16]=[CH:15][NH:14][C:11]2=[N:12][CH:13]=1.[CH3:17][C:18]([CH3:25])([CH2:22][CH:23]=[CH2:24])[C:19](Cl)=[O:20].C([O-])(O)=O.[Na+], predict the reaction product. The product is: [Br:7][C:8]1[N:9]=[C:10]2[C:16]([C:19](=[O:20])[C:18]([CH3:25])([CH3:17])[CH2:22][CH:23]=[CH2:24])=[CH:15][NH:14][C:11]2=[N:12][CH:13]=1. (5) Given the reactants [C:1]([C:4]1[N:9]=[CH:8][C:7]([C:10]2([C:18]#[N:19])[CH2:15][CH2:14][C:13]([F:17])([F:16])[CH2:12][CH2:11]2)=[CH:6][CH:5]=1)(=[O:3])[CH3:2].[CH3:20][Mg]Br.CCOCC, predict the reaction product. The product is: [F:17][C:13]1([F:16])[CH2:12][CH2:11][C:10]([C:7]2[CH:8]=[N:9][C:4]([C:1]([OH:3])([CH3:20])[CH3:2])=[CH:5][CH:6]=2)([C:18]#[N:19])[CH2:15][CH2:14]1.